This data is from Full USPTO retrosynthesis dataset with 1.9M reactions from patents (1976-2016). The task is: Predict the reactants needed to synthesize the given product. Given the product [OH:9][CH2:7][C@H:5]1[N:6]([CH3:13])[C:2](=[O:1])[CH2:3][CH2:4]1, predict the reactants needed to synthesize it. The reactants are: [O:1]=[C:2]1[NH:6][C@H:5]([C:7]([O:9]C)=O)[CH2:4][CH2:3]1.[H-].[Na+].[CH3:13]I.[BH4-].[Na+].